Task: Predict the reaction yield, written as a fraction of the theoretical maximum amount of product (1.0 means a 100% yield; for example, 0.34 means a 34% yield).. Dataset: Reaction yield outcomes from USPTO patents with 853,638 reactions The yield is 0.850. The reactants are Br[C:2]([C@:4]([C:28](=[O:35])[C:29]1[CH:34]=[CH:33][CH:32]=[CH:31][CH:30]=1)([C@:6]([C:20](=[O:27])[C:21]1[CH:26]=[CH:25][CH:24]=[CH:23][CH:22]=1)([C@:8]([C:12](=[O:19])[C:13]1[CH:18]=[CH:17][CH:16]=[CH:15][CH:14]=1)([CH2:10][OH:11])[OH:9])[OH:7])[OH:5])=[O:3].O. The catalyst is CC(C)=O.C(=O)([O-])[O-].[Ag+2]. The product is [C:28]([C@@:4]([C@:6]([C:20](=[O:27])[C:21]1[CH:22]=[CH:23][CH:24]=[CH:25][CH:26]=1)([C@:8]([C:12](=[O:19])[C:13]1[CH:14]=[CH:15][CH:16]=[CH:17][CH:18]=1)([CH2:10][OH:11])[OH:9])[OH:7])([OH:5])[CH:2]=[O:3])(=[O:35])[C:29]1[CH:30]=[CH:31][CH:32]=[CH:33][CH:34]=1.